Dataset: Catalyst prediction with 721,799 reactions and 888 catalyst types from USPTO. Task: Predict which catalyst facilitates the given reaction. (1) Reactant: [Br:1][C:2]1[CH:7]=[C:6]([Cl:8])[CH:5]=[C:4]([Cl:9])[C:3]=1[OH:10].[C:11](=O)([O-])[O-].[K+].[K+].CI.Cl. The catalyst class is: 21. Product: [Br:1][C:2]1[CH:7]=[C:6]([Cl:8])[CH:5]=[C:4]([Cl:9])[C:3]=1[O:10][CH3:11]. (2) Reactant: [CH3:1][C:2]1[O:3][C:4]2[C:13]3[C:12](=[CH:14][CH2:15][NH:16][C:17](=[O:19])[CH3:18])[CH2:11][CH2:10][C:9]=3[CH:8]=[CH:7][C:5]=2[N:6]=1. Product: [CH3:1][C:2]1[O:3][C:4]2[C:13]3[CH:12]([CH2:14][CH2:15][NH:16][C:17](=[O:19])[CH3:18])[CH2:11][CH2:10][C:9]=3[CH:8]=[CH:7][C:5]=2[N:6]=1. The catalyst class is: 129. (3) Reactant: F[C:2]1[CH:9]=[C:8]([C:10]2[CH:15]=[C:14]([N:16]3[CH2:21][CH2:20][O:19][CH2:18][C@H:17]3[CH3:22])[N:13]=[C:12]([NH:23][CH3:24])[N:11]=2)[CH:7]=[C:6]([F:25])[C:3]=1[C:4]#[N:5].[NH2:26][NH2:27].CCN(C(C)C)C(C)C.C(O)C. Product: [F:25][C:6]1[CH:7]=[C:8]([C:10]2[CH:15]=[C:14]([N:16]3[CH2:21][CH2:20][O:19][CH2:18][C@H:17]3[CH3:22])[N:13]=[C:12]([NH:23][CH3:24])[N:11]=2)[CH:9]=[C:2]2[C:3]=1[C:4]([NH2:5])=[N:26][NH:27]2. The catalyst class is: 238. (4) Reactant: F[C:2](F)(F)[C:3](O)=[O:4].[NH:8]1[CH2:13][CH2:12][CH:11]([CH2:14][NH:15][C:16]([N:18]2[CH2:22][CH:21]([CH2:23][C:24]([CH3:27])([CH3:26])[CH3:25])[C:20]3([C:35]4[C:30](=[CH:31][C:32]([Cl:36])=[CH:33][CH:34]=4)[NH:29][C:28]3=[O:37])[CH:19]2[C:38]2[CH:43]=[CH:42][CH:41]=[C:40]([Cl:44])[C:39]=2[F:45])=[O:17])[CH2:10][CH2:9]1.C(N(CC)CC)C.C(Cl)(=O)C. Product: [C:3]([N:8]1[CH2:13][CH2:12][CH:11]([CH2:14][NH:15][C:16]([N:18]2[CH2:22][CH:21]([CH2:23][C:24]([CH3:27])([CH3:26])[CH3:25])[C:20]3([C:35]4[C:30](=[CH:31][C:32]([Cl:36])=[CH:33][CH:34]=4)[NH:29][C:28]3=[O:37])[CH:19]2[C:38]2[CH:43]=[CH:42][CH:41]=[C:40]([Cl:44])[C:39]=2[F:45])=[O:17])[CH2:10][CH2:9]1)(=[O:4])[CH3:2]. The catalyst class is: 7. (5) Reactant: S(=O)(=O)(O)O.O.C(OC([C:12]1[C:13]([C:24]2[CH:29]=[CH:28][N:27]=[CH:26][CH:25]=2)=[C:14]([C:17]2[CH:22]=[CH:21][C:20]([F:23])=[CH:19][CH:18]=2)[NH:15][CH:16]=1)=O)C.[OH-].[Na+]. Product: [F:23][C:20]1[CH:19]=[CH:18][C:17]([C:14]2[NH:15][CH:16]=[CH:12][C:13]=2[C:24]2[CH:29]=[CH:28][N:27]=[CH:26][CH:25]=2)=[CH:22][CH:21]=1. The catalyst class is: 15. (6) Reactant: [F:1][C:2]1[CH:3]=[C:4]([OH:9])[CH:5]=[CH:6][C:7]=1[F:8].C(=O)([O-])[O-].[K+].[K+].I[CH2:17][CH2:18][CH3:19]. Product: [F:8][C:7]1[CH:6]=[CH:5][C:4]([O:9][CH2:17][CH2:18][CH3:19])=[CH:3][C:2]=1[F:1]. The catalyst class is: 9. (7) The catalyst class is: 2. Reactant: [NH2:1][C:2]1[CH:11]=[C:10]([C:12]([O:14][CH3:15])=[O:13])[CH:9]=[CH:8][C:3]=1[C:4]([O:6][CH3:7])=[O:5].S(Cl)([Cl:19])(=O)=O.C(OCC)C. Product: [NH2:1][C:2]1[CH:11]=[C:10]([C:12]([O:14][CH3:15])=[O:13])[C:9]([Cl:19])=[CH:8][C:3]=1[C:4]([O:6][CH3:7])=[O:5].